This data is from Catalyst prediction with 721,799 reactions and 888 catalyst types from USPTO. The task is: Predict which catalyst facilitates the given reaction. Reactant: [CH2:1]([N:3]1[CH2:8][CH2:7][N:6]([C:9]2[N:14]=[CH:13][N:12]=[C:11]([NH2:15])[CH:10]=2)[CH2:5][CH2:4]1)[CH3:2].[C:16](O[C:16]([O:18][C:19]([CH3:22])([CH3:21])[CH3:20])=[O:17])([O:18][C:19]([CH3:22])([CH3:21])[CH3:20])=[O:17].CCN(CC)CC. Product: [C:19]([O:18][C:16](=[O:17])[NH:15][C:11]1[CH:10]=[C:9]([N:6]2[CH2:7][CH2:8][N:3]([CH2:1][CH3:2])[CH2:4][CH2:5]2)[N:14]=[CH:13][N:12]=1)([CH3:22])([CH3:21])[CH3:20]. The catalyst class is: 2.